From a dataset of Forward reaction prediction with 1.9M reactions from USPTO patents (1976-2016). Predict the product of the given reaction. (1) Given the reactants [CH2:1]([CH2:11]/[C:12](/[CH3:27])=[CH:13]/[CH2:14][CH2:15]/[C:16](/[CH3:26])=[CH:17]/[CH2:18][S:19][CH2:20][C@@H:21]([C:23]([OH:25])=[O:24])[NH2:22])/[CH:2]=[C:3](/[CH2:5]CC=C(C)C)\[CH3:4].C[O:29]C(=O)[C@H](CS)N, predict the reaction product. The product is: [CH3:27]/[C:12](/[CH2:11][CH2:1]/[CH:2]=[C:3](\[CH2:5][OH:29])/[CH3:4])=[CH:13]\[CH2:14][CH2:15]/[C:16](/[CH3:26])=[CH:17]/[CH2:18][S:19][CH2:20][C@H:21]([NH2:22])[C:23]([OH:25])=[O:24]. (2) The product is: [C:8]1([B:12]([OH:17])[OH:13])[CH:7]=[CH:6][CH:11]=[CH:10][CH:9]=1. Given the reactants [Li]CCCC.[CH3:6][CH2:7][CH2:8][CH2:9][CH2:10][CH3:11].[B:12](OC(C)C)([O:17]C(C)C)[O:13]C(C)C, predict the reaction product. (3) Given the reactants [CH3:1][O:2][C:3]1[CH:4]=[C:5]([CH:9]=[CH:10][C:11]=1[O:12][CH3:13])[C:6]([OH:8])=O.C(Cl)CCl.C1C=CC2N(O)N=NC=2C=1.CN1CCOCC1.[C:35]([O:39][C:40](=[O:50])[NH:41][C:42]1[CH:47]=[CH:46][CH:45]=[C:44]([CH2:48][NH2:49])[CH:43]=1)([CH3:38])([CH3:37])[CH3:36], predict the reaction product. The product is: [C:35]([O:39][C:40](=[O:50])[NH:41][C:42]1[CH:47]=[CH:46][CH:45]=[C:44]([CH2:48][NH:49][C:6](=[O:8])[C:5]2[CH:9]=[CH:10][C:11]([O:12][CH3:13])=[C:3]([O:2][CH3:1])[CH:4]=2)[CH:43]=1)([CH3:38])([CH3:36])[CH3:37]. (4) The product is: [F:1][C:2]1[CH:3]=[CH:4][CH:5]=[C:6]2[C:10]=1[N:9]1[CH2:11][CH:12]([N:15]3[C:19]([CH3:20])=[C:18]([CH2:21][C:22]4[CH:23]=[CH:24][C:25]([F:28])=[CH:26][CH:27]=4)[N:17]=[N:16]3)[CH2:13][CH2:14][C:8]1=[C:7]2[CH2:29][C:30]([OH:32])=[O:31]. Given the reactants [F:1][C:2]1[CH:3]=[CH:4][CH:5]=[C:6]2[C:10]=1[N:9]1[CH2:11][CH:12]([N:15]3[C:19]([CH3:20])=[C:18]([CH2:21][C:22]4[CH:27]=[CH:26][C:25]([F:28])=[CH:24][CH:23]=4)[N:17]=[N:16]3)[CH2:13][CH2:14][C:8]1=[C:7]2[CH2:29][C:30]([O:32]CC)=[O:31].[Li+].[OH-], predict the reaction product. (5) Given the reactants Br[C:2]1[CH:3]=[CH:4][C:5]([Cl:10])=[C:6]([CH2:8][OH:9])[CH:7]=1.[C:11]([O:15][C:16]([CH3:19])([CH3:18])[CH3:17])(=[O:14])[CH:12]=[CH2:13].C1C=CC(P(C2C=CC=CC=2)C2C=CC=CC=2)=CC=1, predict the reaction product. The product is: [Cl:10][C:5]1[CH:4]=[CH:3][C:2]([CH:13]=[CH:12][C:11]([O:15][C:16]([CH3:19])([CH3:18])[CH3:17])=[O:14])=[CH:7][C:6]=1[CH2:8][OH:9]. (6) The product is: [NH2:1][C:2]1[C:3]([C:15]([NH:17][C:18]2[C:23]([N:24]3[CH2:29][CH2:28][C:27]([NH2:31])([CH3:30])[CH2:26][CH2:25]3)=[CH:22][CH:21]=[CH:20][N:19]=2)=[O:16])=[N:4][C:5]([C:8]2[C:13]([Cl:14])=[CH:12][CH:11]=[CH:10][N:9]=2)=[CH:6][N:7]=1. Given the reactants [NH2:1][C:2]1[C:3]([C:15]([NH:17][C:18]2[C:23]([N:24]3[CH2:29][CH2:28][C:27]([NH:31]C(=O)OC(C)(C)C)([CH3:30])[CH2:26][CH2:25]3)=[CH:22][CH:21]=[CH:20][N:19]=2)=[O:16])=[N:4][C:5]([C:8]2[C:13]([Cl:14])=[CH:12][CH:11]=[CH:10][N:9]=2)=[CH:6][N:7]=1.FC(F)(F)C(O)=O.NC1C(C(NC2C(N3CCC(NC(=O)OC(C)(C)C)(CC)CC3)=CC=CN=2)=O)=NC(C2C(C(F)(F)F)=CC=CN=2)=CN=1, predict the reaction product. (7) Given the reactants [CH3:1][NH:2][CH2:3][CH:4]([C:6]1[N:7]([CH3:15])[C:8]2[C:13]([CH:14]=1)=[CH:12][CH:11]=[CH:10][CH:9]=2)[OH:5].C(N(CC)C(C)C)(C)C.[Cl:25][C:26]1[CH:48]=[CH:47][C:29]([CH2:30][NH:31][C:32]([C:34]2[C:35](=[O:46])[C:36]3[CH:43]=[C:42]([CH2:44]Cl)[S:41][C:37]=3[N:38]([CH3:40])[CH:39]=2)=[O:33])=[CH:28][CH:27]=1.O, predict the reaction product. The product is: [Cl:25][C:26]1[CH:48]=[CH:47][C:29]([CH2:30][NH:31][C:32]([C:34]2[C:35](=[O:46])[C:36]3[CH:43]=[C:42]([CH2:44][N:2]([CH2:3][CH:4]([OH:5])[C:6]4[N:7]([CH3:15])[C:8]5[C:13]([CH:14]=4)=[CH:12][CH:11]=[CH:10][CH:9]=5)[CH3:1])[S:41][C:37]=3[N:38]([CH3:40])[CH:39]=2)=[O:33])=[CH:28][CH:27]=1. (8) Given the reactants [CH:1]12[O:8][CH:5]([CH2:6][CH2:7]1)[CH2:4][N:3]([C:9]1[N:10]=[C:11]3[NH:19][C@H:18]([C:20]([F:23])([F:22])[F:21])[CH2:17][CH2:16][N:12]3[C:13](=[O:15])[CH:14]=1)[CH2:2]2.[H-].[Na+].Cl[CH2:27][C@H:28]([C:30]1[CH:35]=[CH:34][C:33]([F:36])=[CH:32][C:31]=1[O:37][CH3:38])[OH:29], predict the reaction product. The product is: [F:36][C:33]1[CH:34]=[CH:35][C:30]([C@H:28]([OH:29])[CH2:27][N:19]2[C:11]3=[N:10][C:9]([N:3]4[CH2:4][CH:5]5[O:8][CH:1]([CH2:7][CH2:6]5)[CH2:2]4)=[CH:14][C:13](=[O:15])[N:12]3[CH2:16][CH2:17][C@H:18]2[C:20]([F:22])([F:21])[F:23])=[C:31]([O:37][CH3:38])[CH:32]=1. (9) The product is: [F:5][C:6]1[C:7]([C:24]2[C:32]3[O:31][CH:30]=[CH:29][C:28]=3[C:27]([F:33])=[CH:26][CH:25]=2)=[CH:8][C:9]([NH:12][C:13]2[CH:18]=[C:17]([CH2:19][S:20]([CH3:23])(=[O:21])=[N:22][C:1](=[O:3])[CH3:2])[CH:16]=[CH:15][N:14]=2)=[N:10][CH:11]=1. Given the reactants [C:1](Cl)(=[O:3])[CH3:2].[F:5][C:6]1[C:7]([C:24]2[C:32]3[O:31][CH:30]=[CH:29][C:28]=3[C:27]([F:33])=[CH:26][CH:25]=2)=[CH:8][C:9]([NH:12][C:13]2[CH:18]=[C:17]([CH2:19][S:20]([CH3:23])(=[NH:22])=[O:21])[CH:16]=[CH:15][N:14]=2)=[N:10][CH:11]=1.C(N(CC)CC)C, predict the reaction product. (10) Given the reactants CS(C)=O.O1CCOCC1.[CH3:11][C:12]1[CH:17]=[C:16]([NH:18][C:19]2[CH:20]=[CH:21][N:22]=[CH:23][C:24]=2[S:25]([NH:28][C:29]([NH:31][CH:32]([CH3:34])[CH3:33])=[O:30])(=[O:27])=[O:26])[CH:15]=[CH:14][CH:13]=1.[ClH:35], predict the reaction product. The product is: [CH3:11][C:12]1[CH:17]=[C:16]([NH:18][C:19]2[CH:20]=[CH:21][N:22]=[CH:23][C:24]=2[S:25]([NH:28][C:29]([NH:31][CH:32]([CH3:34])[CH3:33])=[O:30])(=[O:26])=[O:27])[CH:15]=[CH:14][CH:13]=1.[ClH:35].